Dataset: Reaction yield outcomes from USPTO patents with 853,638 reactions. Task: Predict the reaction yield, written as a fraction of the theoretical maximum amount of product (1.0 means a 100% yield; for example, 0.34 means a 34% yield). (1) The catalyst is O1CCOCC1. The product is [F:30][C:2]([F:1])([F:31])[C:3]1[CH:8]=[CH:7][C:6]([N:9]2[CH2:10][CH2:11][N:12]([S:15]([C:18]3[CH:19]=[C:20]4[C:24](=[CH:25][CH:26]=3)[NH:23][CH2:22][CH2:21]4)(=[O:16])=[O:17])[CH2:13][CH2:14]2)=[CH:5][CH:4]=1. The reactants are [F:1][C:2]([F:31])([F:30])[C:3]1[CH:8]=[CH:7][C:6]([N:9]2[CH2:14][CH2:13][N:12]([S:15]([C:18]3[CH:19]=[C:20]4[C:24](=[CH:25][CH:26]=3)[N:23](C(=O)C)[CH2:22][CH2:21]4)(=[O:17])=[O:16])[CH2:11][CH2:10]2)=[CH:5][CH:4]=1. The yield is 0.750. (2) The reactants are [CH3:1][C:2]1[N:7]=[C:6]([SH:8])[N:5]=[C:4]([OH:9])[CH:3]=1.C(=O)([O-])[O-].[K+].[K+].Br[CH2:17][C:18]1[C:19]([CH2:26][CH3:27])=[N:20][CH:21]=[CH:22][C:23]=1[CH2:24][CH3:25]. The catalyst is CN(C=O)C. The product is [CH2:26]([C:19]1[C:18]([CH2:17][S:8][C:6]2[N:5]=[C:4]([OH:9])[CH:3]=[C:2]([CH3:1])[N:7]=2)=[C:23]([CH2:24][CH3:25])[CH:22]=[CH:21][N:20]=1)[CH3:27]. The yield is 0.560. (3) The reactants are [CH3:1][O:2][C:3]1[CH:4]=[CH:5][C:6]2[C:10]([O:11][C:12]3[CH:17]=[CH:16][C:15](/[CH:18]=[CH:19]/[C:20]([O:22][CH3:23])=[O:21])=[CH:14][CH:13]=3)=[CH:9][S:8][C:7]=2[CH:24]=1.[Br:25]N1C(=O)CCC1=O. The catalyst is C1COCC1. The product is [Br:25][C:9]1[S:8][C:7]2[CH:24]=[C:3]([O:2][CH3:1])[CH:4]=[CH:5][C:6]=2[C:10]=1[O:11][C:12]1[CH:17]=[CH:16][C:15](/[CH:18]=[CH:19]/[C:20]([O:22][CH3:23])=[O:21])=[CH:14][CH:13]=1. The yield is 0.930. (4) The reactants are [F:1][C:2]([F:28])([F:27])[C:3]1[CH:4]=[C:5]([CH:24]=[CH:25][CH:26]=1)[CH2:6][NH:7][C:8](=[O:23])[C:9]1[CH:14]=[CH:13][N:12]=[C:11]([C:15]2[CH:20]=[C:19]([F:21])[CH:18]=[CH:17][C:16]=2[NH2:22])[CH:10]=1.[C:29]([O:33][C:34](=[O:48])[CH2:35][CH2:36][S:37][CH2:38][C:39]1[CH:40]=[C:41]([CH:45]=[CH:46][CH:47]=1)[C:42](O)=[O:43])([CH3:32])([CH3:31])[CH3:30].CCN=C=NCCCN(C)C.Cl. The catalyst is CN(C)C=O.CN(C)C1C=CN=CC=1. The product is [F:28][C:2]([F:1])([F:27])[C:3]1[CH:4]=[C:5]([CH:24]=[CH:25][CH:26]=1)[CH2:6][NH:7][C:8]([C:9]1[CH:14]=[CH:13][N:12]=[C:11]([C:15]2[CH:20]=[C:19]([F:21])[CH:18]=[CH:17][C:16]=2[NH:22][C:42]([C:41]2[CH:40]=[C:39]([CH:47]=[CH:46][CH:45]=2)[CH2:38][S:37][CH2:36][CH2:35][C:34]([O:33][C:29]([CH3:32])([CH3:30])[CH3:31])=[O:48])=[O:43])[CH:10]=1)=[O:23]. The yield is 0.290. (5) The reactants are [CH2:1]([O:3][C:4]([C:6]1[O:7][C:8]2[CH:15]=[CH:14][C:13]([Cl:16])=[C:12]([OH:17])[C:9]=2[C:10]=1[CH3:11])=[O:5])[CH3:2].[CH:18](Br)([CH3:20])[CH3:19].C([O-])([O-])=O.[K+].[K+]. The catalyst is CN(C=O)C. The product is [CH2:1]([O:3][C:4]([C:6]1[O:7][C:8]2[CH:15]=[CH:14][C:13]([Cl:16])=[C:12]([O:17][CH:18]([CH3:20])[CH3:19])[C:9]=2[C:10]=1[CH3:11])=[O:5])[CH3:2]. The yield is 1.00.